This data is from Reaction yield outcomes from USPTO patents with 853,638 reactions. The task is: Predict the reaction yield, written as a fraction of the theoretical maximum amount of product (1.0 means a 100% yield; for example, 0.34 means a 34% yield). (1) The reactants are [C:1]([C:5]1[CH:6]=[C:7]([N+:16]([O-])=O)[C:8]([O:14][CH3:15])=[C:9]([N+:11]([O-:13])=[O:12])[CH:10]=1)([CH3:4])([CH3:3])[CH3:2].O.O.O.O.O.O.O.O.O.[S-2].[Na+].[Na+]. The catalyst is CCOC(C)=O.O. The product is [C:1]([C:5]1[CH:10]=[C:9]([N+:11]([O-:13])=[O:12])[C:8]([O:14][CH3:15])=[C:7]([CH:6]=1)[NH2:16])([CH3:4])([CH3:2])[CH3:3]. The yield is 0.300. (2) The reactants are [CH2:1]([NH:8][C:9]([C:11]1[O:19][C:14]2=[CH:15][N:16]=[CH:17][CH:18]=[C:13]2[CH:12]=1)=[O:10])[C:2]1[CH:7]=[CH:6][CH:5]=[CH:4][CH:3]=1.[Cl:20][S:21](O)(=[O:23])=[O:22]. No catalyst specified. The product is [O:19]1[C:14]2=[CH:15][N:16]=[CH:17][CH:18]=[C:13]2[CH:12]=[C:11]1[C:9]([NH:8][CH2:1][C:2]1[CH:3]=[CH:4][C:5]([S:21]([Cl:20])(=[O:23])=[O:22])=[CH:6][CH:7]=1)=[O:10]. The yield is 0.170. (3) The reactants are [C:1]1([CH:8]=[CH:7][CH:6]=[C:4]([OH:5])[CH:3]=1)[OH:2].Cl[C:10]1[CH:19]=[CH:18][C:17]2[C:12](=[C:13]([C:20]3[NH:28][C:27]4[CH2:26][CH2:25][NH:24][C:23](=[O:29])[C:22]=4[CH:21]=3)[CH:14]=[CH:15][CH:16]=2)[N:11]=1. No catalyst specified. The product is [OH:2][C:1]1[CH:3]=[C:4]([CH:6]=[CH:7][CH:8]=1)[O:5][C:10]1[CH:19]=[CH:18][C:17]2[C:12](=[C:13]([C:20]3[NH:28][C:27]4[CH2:26][CH2:25][NH:24][C:23](=[O:29])[C:22]=4[CH:21]=3)[CH:14]=[CH:15][CH:16]=2)[N:11]=1. The yield is 0.780. (4) The reactants are Cl.C([O:9][C:10]1[CH:19]=[C:18]2[C:13]([C:14]([NH:20][C:21]3[CH:22]=[C:23]4[C:27](=[CH:28][CH:29]=3)[NH:26][C:25]([CH3:30])=[CH:24]4)=[N:15][CH:16]=[N:17]2)=[CH:12][C:11]=1[O:31][CH3:32])C1C=CC=CC=1.C([O-])=O.[NH4+]. No catalyst specified. The product is [OH:9][C:10]1[CH:19]=[C:18]2[C:13]([C:14]([NH:20][C:21]3[CH:22]=[C:23]4[C:27](=[CH:28][CH:29]=3)[NH:26][C:25]([CH3:30])=[CH:24]4)=[N:15][CH:16]=[N:17]2)=[CH:12][C:11]=1[O:31][CH3:32]. The yield is 0.930. (5) The reactants are [O:1]1[CH2:6][CH2:5][N:4]([CH2:7][CH2:8][O:9][C:10]2[CH:15]=[CH:14][C:13]([C:16]3[CH:17]=[CH:18][C:19]([CH2:22][C:23]#N)=[N:20][CH:21]=3)=[CH:12][CH:11]=2)[CH2:3][CH2:2]1.OS(O)(=O)=O.[C:30](=O)(O)[O-:31].[Na+].C(=O)(O)[O-:36].[Na+].ClCCl. The catalyst is ClCCl.CO. The product is [O:1]1[CH2:6][CH2:5][N:4]([CH2:7][CH2:8][O:9][C:10]2[CH:15]=[CH:14][C:13]([C:16]3[CH:17]=[CH:18][C:19]([CH2:22][C:23]([O:31][CH3:30])=[O:36])=[N:20][CH:21]=3)=[CH:12][CH:11]=2)[CH2:3][CH2:2]1. The yield is 0.977.